Dataset: Catalyst prediction with 721,799 reactions and 888 catalyst types from USPTO. Task: Predict which catalyst facilitates the given reaction. (1) Reactant: [CH2:1]([NH:8][CH2:9][C:10]1[CH:23]=[CH:22][C:13]2[CH:14]=[C:15]([C:17]([O:19][CH2:20][CH3:21])=[O:18])[S:16][C:12]=2[CH:11]=1)[C:2]1[CH:7]=[CH:6][CH:5]=[CH:4][CH:3]=1.C(N(CC)CC)C.[C:31]1([S:37](Cl)(=[O:39])=[O:38])[CH:36]=[CH:35][CH:34]=[CH:33][CH:32]=1. Product: [CH2:1]([N:8]([CH2:9][C:10]1[CH:23]=[CH:22][C:13]2[CH:14]=[C:15]([C:17]([O:19][CH2:20][CH3:21])=[O:18])[S:16][C:12]=2[CH:11]=1)[S:37]([C:31]1[CH:36]=[CH:35][CH:34]=[CH:33][CH:32]=1)(=[O:39])=[O:38])[C:2]1[CH:3]=[CH:4][CH:5]=[CH:6][CH:7]=1. The catalyst class is: 124. (2) Reactant: [Si]([O:8][CH2:9][CH2:10][O:11][NH:12][C:13]([C:15]1[C:16]2[CH2:34][CH2:33][CH2:32][C:17]=2[C:18](=[O:31])[N:19]([CH3:30])[C:20]=1[NH:21][C:22]1[CH:27]=[CH:26][C:25]([I:28])=[CH:24][C:23]=1[Cl:29])=[O:14])(C(C)(C)C)(C)C.CCCC[N+](CCCC)(CCCC)CCCC.[F-]. Product: [Cl:29][C:23]1[CH:24]=[C:25]([I:28])[CH:26]=[CH:27][C:22]=1[NH:21][C:20]1[N:19]([CH3:30])[C:18](=[O:31])[C:17]2[CH2:32][CH2:33][CH2:34][C:16]=2[C:15]=1[C:13]([NH:12][O:11][CH2:10][CH2:9][OH:8])=[O:14]. The catalyst class is: 1. (3) Reactant: [CH:1]1([NH:7][C:8]2[N:13]=[C:12]([C:14]3[C:22]4[C:17](=[N:18][CH:19]=[CH:20][CH:21]=4)[NH:16][CH:15]=3)[CH:11]=[CH:10][N:9]=2)[CH2:6][CH2:5][CH2:4][CH2:3][CH2:2]1.[CH3:23]C([O-])(C)C.[K+].CI. Product: [CH:1]1([NH:7][C:8]2[N:13]=[C:12]([C:14]3[C:22]4[C:17](=[N:18][CH:19]=[CH:20][CH:21]=4)[N:16]([CH3:23])[CH:15]=3)[CH:11]=[CH:10][N:9]=2)[CH2:2][CH2:3][CH2:4][CH2:5][CH2:6]1. The catalyst class is: 1. (4) Reactant: [C:1]([N:4]1[C:13]2[C:8](=[CH:9][C:10]([C:14]([O:16][CH2:17][CH3:18])=[O:15])=[CH:11][CH:12]=2)[C@H:7]([NH:19]C(OCC2C=CC=CC=2)=O)[C@@H:6]([CH3:30])[C@@H:5]1[CH2:31][CH3:32])(=[O:3])[CH3:2]. Product: [C:1]([N:4]1[C:13]2[C:8](=[CH:9][C:10]([C:14]([O:16][CH2:17][CH3:18])=[O:15])=[CH:11][CH:12]=2)[C@H:7]([NH2:19])[C@@H:6]([CH3:30])[C@@H:5]1[CH2:31][CH3:32])(=[O:3])[CH3:2]. The catalyst class is: 63. (5) Product: [NH2:1][S:3]([C:6]1[C:7]([O:26][CH3:27])=[CH:8][C:9]([O:24][CH3:25])=[C:10]([C:12]2[N:16]([C:17]3[CH:22]=[CH:21][CH:20]=[CH:19][C:18]=3[Cl:23])[N:15]=[CH:14][CH:13]=2)[CH:11]=1)(=[O:5])=[O:4]. Reactant: [NH3:1].Cl[S:3]([C:6]1[C:7]([O:26][CH3:27])=[CH:8][C:9]([O:24][CH3:25])=[C:10]([C:12]2[N:16]([C:17]3[CH:22]=[CH:21][CH:20]=[CH:19][C:18]=3[Cl:23])[N:15]=[CH:14][CH:13]=2)[CH:11]=1)(=[O:5])=[O:4]. The catalyst class is: 5. (6) Reactant: [CH:1]([C:4]1[C:8]([CH2:9][CH2:10][CH2:11][OH:12])=[CH:7][N:6]([C:13]2[CH:18]=[CH:17][C:16]([C:19]([F:22])([F:21])[F:20])=[CH:15][N:14]=2)[N:5]=1)([CH3:3])[CH3:2].O[C:24]1[CH:28]=[C:27]([CH2:29][CH2:30][C:31]([O:33]CC)=[O:32])[N:26]([C:36]2[CH:41]=[CH:40][CH:39]=[CH:38][CH:37]=2)[N:25]=1.C(P(CCCC)CCCC)CCC.N(C(N1CCCCC1)=O)=NC(N1CCCCC1)=O. Product: [CH:1]([C:4]1[C:8]([CH2:9][CH2:10][CH2:11][O:12][C:24]2[CH:28]=[C:27]([CH2:29][CH2:30][C:31]([OH:33])=[O:32])[N:26]([C:36]3[CH:41]=[CH:40][CH:39]=[CH:38][CH:37]=3)[N:25]=2)=[CH:7][N:6]([C:13]2[CH:18]=[CH:17][C:16]([C:19]([F:21])([F:20])[F:22])=[CH:15][N:14]=2)[N:5]=1)([CH3:3])[CH3:2]. The catalyst class is: 7. (7) Reactant: [N+:1]([C:4]1[CH:5]=[C:6](/[CH:10]=[N:11]/[C:12]2[CH:17]=[CH:16][C:15]([CH3:18])=[CH:14][CH:13]=2)[CH:7]=[CH:8][CH:9]=1)([O-:3])=[O:2].B(F)(F)F.CCOCC.[CH2:28]=[C:29]([CH3:31])[CH3:30]. Product: [CH3:28][C:29]1([CH3:31])[C:17]2[C:12](=[CH:13][CH:14]=[C:15]([CH3:18])[CH:16]=2)[NH:11][CH:10]([C:6]2[CH:7]=[CH:8][CH:9]=[C:4]([N+:1]([O-:3])=[O:2])[CH:5]=2)[CH2:30]1. The catalyst class is: 10.